From a dataset of Peptide-MHC class II binding affinity with 134,281 pairs from IEDB. Regression. Given a peptide amino acid sequence and an MHC pseudo amino acid sequence, predict their binding affinity value. This is MHC class II binding data. (1) The peptide sequence is AGCQTYKWETFLTSE. The MHC is DRB1_0101 with pseudo-sequence DRB1_0101. The binding affinity (normalized) is 0.300. (2) The MHC is DRB1_0101 with pseudo-sequence DRB1_0101. The peptide sequence is GELQIVDKIDAAFQI. The binding affinity (normalized) is 0.611. (3) The MHC is DRB1_0401 with pseudo-sequence DRB1_0401. The binding affinity (normalized) is 0. The peptide sequence is ELGRFKHTDACCR.